The task is: Regression. Given a peptide amino acid sequence and an MHC pseudo amino acid sequence, predict their binding affinity value. This is MHC class II binding data.. This data is from Peptide-MHC class II binding affinity with 134,281 pairs from IEDB. The peptide sequence is SQDKELSWNLNGLQAY. The MHC is HLA-DQA10301-DQB10302 with pseudo-sequence HLA-DQA10301-DQB10302. The binding affinity (normalized) is 0.316.